From a dataset of Reaction yield outcomes from USPTO patents with 853,638 reactions. Predict the reaction yield, written as a fraction of the theoretical maximum amount of product (1.0 means a 100% yield; for example, 0.34 means a 34% yield). The reactants are [NH2:1][C:2]1[C:3]([Cl:9])=[N:4][CH:5]=[C:6]([Br:8])[CH:7]=1.N1C=CC=CC=1.[C:16]1([S:22](Cl)(=[O:24])=[O:23])[CH:21]=[CH:20][CH:19]=[CH:18][CH:17]=1. The catalyst is C(Cl)Cl. The product is [Br:8][C:6]1[CH:7]=[C:2]([NH:1][S:22]([C:16]2[CH:21]=[CH:20][CH:19]=[CH:18][CH:17]=2)(=[O:24])=[O:23])[C:3]([Cl:9])=[N:4][CH:5]=1. The yield is 0.340.